From a dataset of Full USPTO retrosynthesis dataset with 1.9M reactions from patents (1976-2016). Predict the reactants needed to synthesize the given product. (1) Given the product [F:9][C:10]1[CH:11]=[N:12][CH:13]=[C:14]([F:29])[C:15]=1[C:2]1[CH:3]=[CH:4][C:5]([NH2:8])=[CH:6][N:7]=1, predict the reactants needed to synthesize it. The reactants are: Br[C:2]1[N:7]=[CH:6][C:5]([NH2:8])=[CH:4][CH:3]=1.[F:9][C:10]1[CH:11]=[N:12][CH:13]=[C:14]([F:29])[C:15]=1[Sn](CCCC)(CCCC)CCCC. (2) Given the product [C:1]([O:5][C@@H:6]([C:10]1[C:41]([CH3:42])=[CH:40][C:13]2[N:14]=[C:15]([N:17]3[CH2:22][CH2:21][NH:20][CH:19]([C:30]4[CH:31]=[C:32]5[C:36](=[CH:37][CH:38]=4)[N:35]([CH3:39])[N:34]=[CH:33]5)[CH2:18]3)[S:16][C:12]=2[C:11]=1[C:43]1[CH:44]=[CH:45][C:46]([Cl:49])=[CH:47][CH:48]=1)[C:7]([OH:9])=[O:8])([CH3:4])([CH3:2])[CH3:3], predict the reactants needed to synthesize it. The reactants are: [C:1]([O:5][C@@H:6]([C:10]1[C:41]([CH3:42])=[CH:40][C:13]2[N:14]=[C:15]([N:17]3[CH2:22][CH2:21][N:20](C(OC(C)(C)C)=O)[CH:19]([C:30]4[CH:31]=[C:32]5[C:36](=[CH:37][CH:38]=4)[N:35]([CH3:39])[N:34]=[CH:33]5)[CH2:18]3)[S:16][C:12]=2[C:11]=1[C:43]1[CH:48]=[CH:47][C:46]([Cl:49])=[CH:45][CH:44]=1)[C:7]([OH:9])=[O:8])([CH3:4])([CH3:3])[CH3:2].Cl.CC(O)C. (3) Given the product [CH3:12][O:7][C:6](=[O:8])[C:5]1[CH:9]=[CH:10][C:2]([NH2:1])=[N:3][CH:4]=1, predict the reactants needed to synthesize it. The reactants are: [NH2:1][C:2]1[CH:10]=[CH:9][C:5]([C:6]([OH:8])=[O:7])=[CH:4][N:3]=1.Cl.[CH3:12]O. (4) Given the product [CH2:3]([O:5][CH:6]([O:8][CH:9]1[CH2:21][CH2:20][C:19]([O:23][CH:24]([O:26][CH2:27][CH3:28])[CH3:25])([CH3:22])[CH:18]([O:29][C:63](=[S:64])[NH:62][CH:59]([CH3:61])[CH3:60])[CH:17]=[CH:16][CH:15]([CH3:30])[CH:14](/[C:31](/[CH3:58])=[CH:32]/[CH:33]=[CH:34]/[C:35]([O:52][CH:53]([O:55][CH2:56][CH3:57])[CH3:54])([CH3:51])[CH2:36][CH:37]2[O:50][CH:38]2[CH:39]([CH3:49])[CH:40]([O:43][CH:44]([O:46][CH2:47][CH3:48])[CH3:45])[CH2:41][CH3:42])[O:13][C:11](=[O:12])[CH2:10]1)[CH3:7])[CH3:4], predict the reactants needed to synthesize it. The reactants are: [H-].[Na+].[CH2:3]([O:5][CH:6]([O:8][CH:9]1[CH2:21][CH2:20][C:19]([O:23][CH:24]([O:26][CH2:27][CH3:28])[CH3:25])([CH3:22])[CH:18]([OH:29])[CH:17]=[CH:16][CH:15]([CH3:30])[CH:14](/[C:31](/[CH3:58])=[CH:32]/[CH:33]=[CH:34]/[C:35]([O:52][CH:53]([O:55][CH2:56][CH3:57])[CH3:54])([CH3:51])[CH2:36][CH:37]2[O:50][CH:38]2[CH:39]([CH3:49])[CH:40]([O:43][CH:44]([O:46][CH2:47][CH3:48])[CH3:45])[CH2:41][CH3:42])[O:13][C:11](=[O:12])[CH2:10]1)[CH3:7])[CH3:4].[CH:59]([N:62]=[C:63]=[S:64])([CH3:61])[CH3:60].O. (5) Given the product [CH2:19]([CH:18]1[C:17]2[C:12](=[CH:13][CH:14]=[C:15]([CH2:26][NH:27][S:28]([CH2:31][CH2:32][CH3:33])(=[O:30])=[O:29])[CH:16]=2)[CH2:11][CH2:10][CH:9]1[NH:8][C:3](=[O:5])[CH3:2])[C:20]1[CH:21]=[CH:22][CH:23]=[CH:24][CH:25]=1, predict the reactants needed to synthesize it. The reactants are: F[C:2](F)(F)[C:3]([OH:5])=O.[NH2:8][CH:9]1[CH:18]([CH2:19][C:20]2[CH:25]=[CH:24][CH:23]=[CH:22][CH:21]=2)[C:17]2[CH:16]=[C:15]([CH2:26][NH:27][S:28]([CH2:31][CH2:32][CH3:33])(=[O:30])=[O:29])[CH:14]=[CH:13][C:12]=2[CH2:11][CH2:10]1.C(Cl)(=O)C.C(N(C(C)C)C(C)C)C. (6) Given the product [CH:7]([O:26][C:16](=[O:25])[C@@H:17]([OH:18])[C:19]1[CH:24]=[CH:23][CH:22]=[CH:21][CH:20]=1)([C:10]1[CH:15]=[CH:14][CH:13]=[CH:12][CH:11]=1)[C:1]1[CH:6]=[CH:5][CH:4]=[CH:3][CH:2]=1, predict the reactants needed to synthesize it. The reactants are: [C:1]1([C:7]([C:10]2[CH:15]=[CH:14][CH:13]=[CH:12][CH:11]=2)=[N+]=[N-])[CH:6]=[CH:5][CH:4]=[CH:3][CH:2]=1.[C:16]([OH:26])(=[O:25])[C@H:17]([C:19]1[CH:24]=[CH:23][CH:22]=[CH:21][CH:20]=1)[OH:18]. (7) Given the product [NH2:8][C@@H:9]1[CH2:14][CH2:13][C@H:12]([N:15]2[C:20](=[O:21])[C:19]3[CH:22]=[C:23]([F:26])[CH:24]=[N:25][C:18]=3[N:17]([C:27]3[CH:32]=[C:31]([CH3:33])[CH:30]=[C:29]([Br:34])[CH:28]=3)[C:16]2=[O:35])[CH2:11][CH2:10]1, predict the reactants needed to synthesize it. The reactants are: Cl.C(OC(=O)[NH:8][C@H:9]1[CH2:14][CH2:13][C@@H:12]([N:15]2[C:20](=[O:21])[C:19]3[CH:22]=[C:23]([F:26])[CH:24]=[N:25][C:18]=3[N:17]([C:27]3[CH:32]=[C:31]([CH3:33])[CH:30]=[C:29]([Br:34])[CH:28]=3)[C:16]2=[O:35])[CH2:11][CH2:10]1)(C)(C)C. (8) Given the product [Cl:1][C:2]1[S:6][C:5]([C:7]([NH:9][C:10]2([C:16]([O:18][CH3:19])=[O:17])[CH2:14][CH:13]([OH:21])[CH:12]([OH:15])[CH2:11]2)=[O:8])=[CH:4][CH:3]=1, predict the reactants needed to synthesize it. The reactants are: [Cl:1][C:2]1[S:6][C:5]([C:7]([NH:9][C:10]2([C:16]([O:18][CH3:19])=[O:17])[CH2:14][CH:13]3[O:15][CH:12]3[CH2:11]2)=[O:8])=[CH:4][CH:3]=1.S([O-])(O)(=O)=[O:21].[K+]. (9) Given the product [CH3:37][C:35]([S:38][C:39]1[S:43][C:42]([NH:44][C:9]([N:8]([C@H:5]2[CH2:4][CH2:3][C@H:2]([CH3:1])[CH2:7][CH2:6]2)[CH2:22][CH2:23][S:24][C:25]2[CH:26]=[CH:27][CH:28]=[CH:29][CH:30]=2)=[O:21])=[N:41][CH:40]=1)([CH3:36])[C:34]([OH:33])=[O:45], predict the reactants needed to synthesize it. The reactants are: [CH3:1][C@H:2]1[CH2:7][CH2:6][C@H:5]([N:8]([CH2:22][CH2:23][S:24][C:25]2[CH:30]=[CH:29][CH:28]=[CH:27][CH:26]=2)[C:9](=[O:21])NC2SC(SCC(O)=O)=CN=2)[CH2:4][CH2:3]1.C([O:33][C:34](=[O:45])[C:35]([S:38][C:39]1[S:43][C:42]([NH2:44])=[N:41][CH:40]=1)([CH3:37])[CH3:36])C. (10) Given the product [F:23][C:16]1[CH:17]=[C:18]([O:21][CH3:22])[CH:19]=[CH:20][C:15]=1[C:13]([CH3:1])=[CH2:12], predict the reactants needed to synthesize it. The reactants are: [CH3:1][Si]([N-][Si](C)(C)C)(C)C.[Na+].[Br-].[CH3:12][C:13]([C:15]1[CH:20]=[CH:19][C:18]([O:21][CH3:22])=[CH:17][C:16]=1[F:23])=O.